From a dataset of Forward reaction prediction with 1.9M reactions from USPTO patents (1976-2016). Predict the product of the given reaction. (1) The product is: [F:1][C:2]1[CH:3]=[C:4]([N:10]2[C:15](=[O:16])[CH2:14][CH:12]([C:11]([OH:19])=[O:18])[CH2:13]2)[CH:5]=[CH:6][C:7]=1[O:8][CH3:9]. Given the reactants [F:1][C:2]1[CH:3]=[C:4]([NH2:10])[CH:5]=[CH:6][C:7]=1[O:8][CH3:9].[C:11]([OH:19])(=[O:18])[C:12]([CH2:14][C:15](O)=[O:16])=[CH2:13], predict the reaction product. (2) Given the reactants [Cl:1][C:2]1[CH:3]=[C:4]2[C:34](=[CH:35][CH:36]=1)[C:12]1[N:13](COCC[Si](C)(C)C)[C:14]([C:16]3[C:23]([C:24]#[N:25])=[CH:22][CH:21]=[CH:20][C:17]=3[C:18]#[N:19])=[N:15][C:11]=1[C:10]1[CH:9]=[CH:8][C:7]([CH2:37][C:38]([OH:41])([CH3:40])[CH3:39])=[CH:6][C:5]2=1, predict the reaction product. The product is: [Cl:1][C:2]1[CH:3]=[C:4]2[C:34](=[CH:35][CH:36]=1)[C:12]1[NH:13][C:14]([C:16]3[C:17]([C:18]#[N:19])=[CH:20][CH:21]=[CH:22][C:23]=3[C:24]#[N:25])=[N:15][C:11]=1[C:10]1[CH:9]=[CH:8][C:7]([CH2:37][C:38]([OH:41])([CH3:39])[CH3:40])=[CH:6][C:5]2=1. (3) Given the reactants [CH2:1]1[O:3][C@@H:2]1[CH2:4][OH:5].CCN(CC)CC.[CH3:13][C:14]([Si:17](Cl)([C:24]1[CH:29]=[CH:28][CH:27]=[CH:26][CH:25]=1)[C:18]1[CH:23]=[CH:22][CH:21]=[CH:20][CH:19]=1)([CH3:16])[CH3:15].[C:31]([Mg]Br)([CH3:33])=[CH2:32], predict the reaction product. The product is: [C:14]([Si:17]([C:24]1[CH:29]=[CH:28][CH:27]=[CH:26][CH:25]=1)([C:18]1[CH:23]=[CH:22][CH:21]=[CH:20][CH:19]=1)[O:5][CH2:4][CH:2]([OH:3])[CH2:1][C:31]([CH3:33])=[CH2:32])([CH3:16])([CH3:15])[CH3:13]. (4) Given the reactants [C:1]([O:5][C:6](=[O:17])[NH:7][CH2:8][C:9]1[CH:14]=[CH:13][C:12]([CH2:15][OH:16])=[CH:11][CH:10]=1)([CH3:4])([CH3:3])[CH3:2].C1C=C[NH+]=CC=1.[O-][Cr](Cl)(=O)=O.C([O-])(=O)C.[Na+], predict the reaction product. The product is: [C:1]([O:5][C:6](=[O:17])[NH:7][CH2:8][C:9]1[CH:10]=[CH:11][C:12]([CH:15]=[O:16])=[CH:13][CH:14]=1)([CH3:4])([CH3:2])[CH3:3]. (5) Given the reactants [CH2:1]([C:3]1[CH:16]=[CH:15][C:6]([CH2:7][C:8]2[C:9](=[O:14])[NH:10][NH:11][C:12]=2[CH3:13])=[CH:5][CH:4]=1)[CH3:2].[CH2:17](O)[C:18]1[CH:23]=[CH:22][CH:21]=[CH:20][CH:19]=1.C1(P(C2C=CC=CC=2)C2C=CC=CC=2)C=CC=CC=1.N(C(OCC)=O)=NC(OCC)=O, predict the reaction product. The product is: [CH2:17]([O:14][C:9]1[C:8]([CH2:7][C:6]2[CH:5]=[CH:4][C:3]([CH2:1][CH3:2])=[CH:16][CH:15]=2)=[C:12]([CH3:13])[NH:11][N:10]=1)[C:18]1[CH:23]=[CH:22][CH:21]=[CH:20][CH:19]=1. (6) Given the reactants [CH3:1][O:2][C:3]1[CH:15]=[C:14]([O:16][CH3:17])[CH:13]=[CH:12][C:4]=1[CH2:5][NH:6][C:7]1[S:8][CH:9]=[CH:10][N:11]=1.[Li].Cl[S:20]([C:23]1[CH:24]=[CH:25][C:26]([C:29]([O:31]C)=[O:30])=[N:27][CH:28]=1)(=[O:22])=[O:21].[OH-].[Na+], predict the reaction product. The product is: [CH3:1][O:2][C:3]1[CH:15]=[C:14]([O:16][CH3:17])[CH:13]=[CH:12][C:4]=1[CH2:5][N:6]([C:7]1[S:8][CH:9]=[CH:10][N:11]=1)[S:20]([C:23]1[CH:24]=[CH:25][C:26]([C:29]([OH:31])=[O:30])=[N:27][CH:28]=1)(=[O:21])=[O:22]. (7) The product is: [CH3:15][C:12]1[CH:13]=[CH:14][C:9]([NH:8][C:5]2[N:6]=[CH:7][CH:2]=[CH:3][N:4]=2)=[CH:10][C:11]=1[N+:16]([O-:18])=[O:17]. Given the reactants Br[C:2]1[CH:3]=[N:4][C:5]([NH:8][C:9]2[CH:14]=[CH:13][C:12]([CH3:15])=[C:11]([N+:16]([O-:18])=[O:17])[CH:10]=2)=[N:6][CH:7]=1.FC(F)OC1C=CC(B2OC(C)(C)C(C)(C)O2)=CC=1.C([O-])([O-])=O.[Na+].[Na+], predict the reaction product. (8) Given the reactants [NH:1]1[CH2:6][CH2:5][CH:4]([O:7][C:8]2[CH:9]=[C:10]3[C:14](=[CH:15][CH:16]=2)[NH:13][N:12]=[CH:11]3)[CH2:3][CH2:2]1.Br[CH2:18][CH2:19][O:20][CH3:21].C(=O)([O-])[O-].[K+].[K+].C(=O)([O-])O.[Na+], predict the reaction product. The product is: [CH3:21][O:20][CH2:19][CH2:18][N:1]1[CH2:2][CH2:3][CH:4]([O:7][C:8]2[CH:9]=[C:10]3[C:14](=[CH:15][CH:16]=2)[NH:13][N:12]=[CH:11]3)[CH2:5][CH2:6]1. (9) Given the reactants C(OC(=O)[NH:7][C:8]1[CH:13]=[C:12]([N:14]([CH3:16])[CH3:15])[C:11]([C:17]([F:20])([F:19])[F:18])=[CH:10][C:9]=1[NH:21][C:22](=[O:37])[CH2:23][C:24](=O)[C:25]1[CH:30]=[CH:29][CH:28]=[C:27]([N:31]2[CH:35]=[CH:34][CH:33]=[N:32]2)[CH:26]=1)(C)(C)C.C(O)(C(F)(F)F)=O, predict the reaction product. The product is: [CH3:15][N:14]([CH3:16])[C:12]1[C:11]([C:17]([F:20])([F:18])[F:19])=[CH:10][C:9]2[NH:21][C:22](=[O:37])[CH2:23][C:24]([C:25]3[CH:30]=[CH:29][CH:28]=[C:27]([N:31]4[CH:35]=[CH:34][CH:33]=[N:32]4)[CH:26]=3)=[N:7][C:8]=2[CH:13]=1. (10) The product is: [CH3:1][C:2]1[N:6]2[CH:7]=[C:8]([NH:11][C:33](=[O:34])[C:30]3[CH:29]=[CH:28][C:27]([C:24]4[CH:23]=[CH:22][C:21]([C:20]([F:37])([F:19])[F:36])=[CH:26][N:25]=4)=[CH:32][CH:31]=3)[CH:9]=[CH:10][C:5]2=[N:4][C:3]=1[CH:14]1[CH2:18][CH2:17][O:16][CH2:15]1. Given the reactants [CH3:1][C:2]1[N:6]2[CH:7]=[C:8]([N+:11]([O-])=O)[CH:9]=[CH:10][C:5]2=[N:4][C:3]=1[CH:14]1[CH2:18][CH2:17][O:16][CH2:15]1.[F:19][C:20]([F:37])([F:36])[C:21]1[CH:22]=[CH:23][C:24]([C:27]2[CH:32]=[CH:31][C:30]([C:33](O)=[O:34])=[CH:29][CH:28]=2)=[N:25][CH:26]=1, predict the reaction product.